The task is: Predict the product of the given reaction.. This data is from Forward reaction prediction with 1.9M reactions from USPTO patents (1976-2016). (1) Given the reactants [F:1][C:2]1[CH:7]=[CH:6][C:5]([C:8]2[O:9][C:10]3[CH:21]=[CH:20][C:19]([C:22]4[CH:27]=[CH:26][CH:25]=[C:24]([C:28](=[O:39])[NH:29][C:30]([C:33]5[CH:38]=[CH:37][CH:36]=[CH:35][CH:34]=5)([CH3:32])[CH3:31])[CH:23]=4)=[C:18]([N+:40]([O-:42])=[O:41])[C:11]=3[C:12]=2[C:13]([O:15]CC)=O)=[CH:4][CH:3]=1.[OH-].[Na+].C(Cl)CCl.FC1C=CC(C2OC3C=CC(C4C=CC=C([C:74](=O)[NH:75]C(C5C=CC=CC=5)(C)C)C=4)=C([N+]([O-])=O)C=3C=2C(O)=O)=CC=1.CN.ON1C2N=CC=CC=2N=N1.CCN(C(C)C)C(C)C, predict the reaction product. The product is: [F:1][C:2]1[CH:7]=[CH:6][C:5]([C:8]2[O:9][C:10]3[CH:21]=[CH:20][C:19]([C:22]4[CH:27]=[CH:26][CH:25]=[C:24]([C:28](=[O:39])[NH:29][C:30]([C:33]5[CH:34]=[CH:35][CH:36]=[CH:37][CH:38]=5)([CH3:32])[CH3:31])[CH:23]=4)=[C:18]([N+:40]([O-:42])=[O:41])[C:11]=3[C:12]=2[C:13]([NH:75][CH3:74])=[O:15])=[CH:4][CH:3]=1. (2) Given the reactants Br[C:2]1[CH:35]=[CH:34][C:5]2[B:6]([C:16]3[C:21]([C:22]([CH3:25])([CH3:24])[CH3:23])=[CH:20][C:19]([C:26]([CH3:29])([CH3:28])[CH3:27])=[CH:18][C:17]=3[C:30]([CH3:33])([CH3:32])[CH3:31])[C:7]3[CH:14]=[CH:13][C:12](Br)=[CH:11][C:8]=3[CH:9]=[CH:10][C:4]=2[CH:3]=1.[C:36]1([C:42]#[CH:43])[CH:41]=[CH:40][CH:39]=[CH:38][CH:37]=1, predict the reaction product. The product is: [C:36]1([C:42]#[C:43][C:12]2[CH:13]=[CH:14][C:7]3[B:6]([C:16]4[C:17]([C:30]([CH3:33])([CH3:31])[CH3:32])=[CH:18][C:19]([C:26]([CH3:27])([CH3:28])[CH3:29])=[CH:20][C:21]=4[C:22]([CH3:25])([CH3:24])[CH3:23])[C:5]4[CH:4]=[CH:3][C:2]([C:9]#[C:10][C:4]5[CH:5]=[CH:34][CH:35]=[CH:2][CH:3]=5)=[CH:35][C:34]=4[CH:10]=[CH:9][C:8]=3[CH:11]=2)[CH:41]=[CH:40][CH:39]=[CH:38][CH:37]=1. (3) Given the reactants [CH2:1]([O:8][C:9]([NH:11][C:12]1[C:13]([C:25]([O:27][CH3:28])=[O:26])=[C:14]([C:18]2[CH:23]=[CH:22][C:21]([CH3:24])=[CH:20][CH:19]=2)[S:15][C:16]=1Br)=[O:10])[C:2]1[CH:7]=[CH:6][CH:5]=[CH:4][CH:3]=1, predict the reaction product. The product is: [CH2:1]([O:8][C:9]([NH:11][C:12]1[C:13]([C:25]([O:27][CH3:28])=[O:26])=[C:14]([C:18]2[CH:19]=[CH:20][C:21]([CH3:24])=[CH:22][CH:23]=2)[S:15][CH:16]=1)=[O:10])[C:2]1[CH:7]=[CH:6][CH:5]=[CH:4][CH:3]=1. (4) Given the reactants [Br:1][C:2]1[C:3](=[O:28])[N:4]([CH2:19][C:20]2[CH:25]=[CH:24][C:23]([O:26]C)=[CH:22][CH:21]=2)[C:5]([CH3:18])=[CH:6][C:7]=1[O:8][CH2:9][C:10]1[CH:15]=[CH:14][C:13]([F:16])=[CH:12][C:11]=1[F:17].[N+]([O-])([O-])=O.[NH4+], predict the reaction product. The product is: [Br:1][C:2]1[C:3](=[O:28])[N:4]([CH2:19][C:20]2[CH:21]=[CH:22][C:23]([OH:26])=[CH:24][CH:25]=2)[C:5]([CH3:18])=[CH:6][C:7]=1[O:8][CH2:9][C:10]1[CH:15]=[CH:14][C:13]([F:16])=[CH:12][C:11]=1[F:17]. (5) Given the reactants FC(F)(F)C([O-])=O.[C:8]([C:10]1[C:11]([CH3:27])=[C:12]([C@@H:17]2[O:22][CH2:21][C@@H:20]3[CH2:23][NH2+:24][CH2:25][CH2:26][N:19]3[CH2:18]2)[CH:13]=[CH:14][C:15]=1[F:16])#[N:9].CN1CCOCC1.[N:35]1([C:40]2[N:45]=[CH:44][C:43]([CH2:46][C:47](O)=[O:48])=[CH:42][CH:41]=2)[CH:39]=[N:38][N:37]=[N:36]1.C1C=CC2N(O)N=NC=2C=1.C(Cl)CCl, predict the reaction product. The product is: [F:16][C:15]1[C:10]([C:8]#[N:9])=[C:11]([CH3:27])[C:12]([C@@H:17]2[O:22][CH2:21][C@@H:20]3[CH2:23][N:24]([C:47](=[O:48])[CH2:46][C:43]4[CH:44]=[N:45][C:40]([N:35]5[CH:39]=[N:38][N:37]=[N:36]5)=[CH:41][CH:42]=4)[CH2:25][CH2:26][N:19]3[CH2:18]2)=[CH:13][CH:14]=1. (6) Given the reactants [Cl:1][C:2]1[N:3]=[N:4][C:5](I)=[CH:6][CH:7]=1.[C:9]([O:13][CH2:14][CH3:15])(=[O:12])[CH:10]=[CH2:11].C1(C)C=CC=CC=1P(C1C=CC=CC=1C)C1C=CC=CC=1C, predict the reaction product. The product is: [Cl:1][C:2]1[N:3]=[N:4][C:5](/[CH:11]=[CH:10]/[C:9]([O:13][CH2:14][CH3:15])=[O:12])=[CH:6][CH:7]=1.